From a dataset of Catalyst prediction with 721,799 reactions and 888 catalyst types from USPTO. Predict which catalyst facilitates the given reaction. Reactant: C(O)(=O)C.[Si:5]([O:12][CH2:13][CH:14]=O)([C:8]([CH3:11])([CH3:10])[CH3:9])([CH3:7])[CH3:6].C(O[BH-](OC(=O)C)OC(=O)C)(=O)C.[Na+].[CH2:30]([O:37][C:38]1[CH:62]=[CH:61][C:60]([CH:63]2[CH2:68][CH2:67][NH:66][CH2:65][CH2:64]2)=[CH:59][C:39]=1[C:40]([NH:42][C:43]1[CH:52]=[C:51]([C:53]2[CH:58]=[CH:57][CH:56]=[CH:55][CH:54]=2)[CH:50]=[CH:49][C:44]=1[C:45]([O:47][CH3:48])=[O:46])=[O:41])[C:31]1[CH:36]=[CH:35][CH:34]=[CH:33][CH:32]=1. Product: [CH2:30]([O:37][C:38]1[CH:62]=[CH:61][C:60]([CH:63]2[CH2:64][CH2:65][N:66]([CH2:14][CH2:13][O:12][Si:5]([C:8]([CH3:9])([CH3:10])[CH3:11])([CH3:6])[CH3:7])[CH2:67][CH2:68]2)=[CH:59][C:39]=1[C:40]([NH:42][C:43]1[CH:52]=[C:51]([C:53]2[CH:58]=[CH:57][CH:56]=[CH:55][CH:54]=2)[CH:50]=[CH:49][C:44]=1[C:45]([O:47][CH3:48])=[O:46])=[O:41])[C:31]1[CH:32]=[CH:33][CH:34]=[CH:35][CH:36]=1. The catalyst class is: 7.